Dataset: Reaction yield outcomes from USPTO patents with 853,638 reactions. Task: Predict the reaction yield, written as a fraction of the theoretical maximum amount of product (1.0 means a 100% yield; for example, 0.34 means a 34% yield). (1) The reactants are Cl[CH2:2][C:3]([CH3:6])([OH:5])[CH3:4].[OH:7][C:8]1[CH:16]=[CH:15][C:11]([C:12]([OH:14])=[O:13])=[CH:10][C:9]=1[CH3:17].C([O-])([O-])=O.[K+].[K+].[OH-].[Na+]. The catalyst is O.C(O)C. The product is [OH:5][C:3]([CH3:6])([CH3:4])[CH2:2][O:7][C:8]1[CH:16]=[CH:15][C:11]([C:12]([OH:14])=[O:13])=[CH:10][C:9]=1[CH3:17]. The yield is 0.750. (2) The reactants are [CH2:1]([N:3]([C:6]1[CH:7]=[C:8]([OH:12])[CH:9]=[CH:10][CH:11]=1)[CH2:4][CH3:5])[CH3:2].[C:13]1(=O)[O:18][C:16](=[O:17])[C:15]2=[CH:19][CH:20]=[CH:21][CH:22]=[C:14]12. The catalyst is [Cl-].[Zn+2].[Cl-]. The product is [OH:12][C:8]1[CH:9]=[CH:10][C:11]([C:13]2([C:11]3[CH:10]=[CH:9][C:8]([OH:12])=[CH:7][C:6]=3[N:3]([CH2:4][CH3:5])[CH2:1][CH3:2])[C:14]3[C:15](=[CH:19][CH:20]=[CH:21][CH:22]=3)[C:16](=[O:17])[O:18]2)=[C:6]([N:3]([CH2:4][CH3:5])[CH2:1][CH3:2])[CH:7]=1. The yield is 0.930. (3) The reactants are [CH2:1]([O:8][C:9]1[CH:23]=[CH:22][C:12]([CH2:13][C@@H:14]2[O:18][C:17]([CH3:20])([CH3:19])[O:16][C:15]2=[O:21])=[CH:11][CH:10]=1)[C:2]1[CH:7]=[CH:6][CH:5]=[CH:4][CH:3]=1.C([SiH](CC)CC)C. The catalyst is C(Cl)Cl.Cl[Ti](Cl)(Cl)Cl. The product is [CH2:1]([O:8][C:9]1[CH:10]=[CH:11][C:12]([CH2:13][C@H:14]([O:18][CH:17]([CH3:20])[CH3:19])[C:15]([OH:21])=[O:16])=[CH:22][CH:23]=1)[C:2]1[CH:7]=[CH:6][CH:5]=[CH:4][CH:3]=1. The yield is 0.850. (4) The reactants are Cl[C:2]1[N:11]=[CH:10][C:9]2[N:8]3[CH:12]=[N:13][N:14]=[C:7]3[C@@H:6]([CH2:15][CH3:16])[N:5]([CH:17]3[CH2:21][CH2:20][CH2:19][CH2:18]3)[C:4]=2[N:3]=1.[NH2:22][C:23]1[CH:32]=[CH:31][C:26]([C:27]([NH:29][CH3:30])=[O:28])=[CH:25][C:24]=1[O:33][CH3:34].Cl.C([O-])(O)=O.[Na+]. The product is [CH:17]1([N:5]2[C:4]3[N:3]=[C:2]([NH:22][C:23]4[CH:32]=[CH:31][C:26]([C:27]([NH:29][CH3:30])=[O:28])=[CH:25][C:24]=4[O:33][CH3:34])[N:11]=[CH:10][C:9]=3[N:8]3[CH:12]=[N:13][N:14]=[C:7]3[C@H:6]2[CH2:15][CH3:16])[CH2:21][CH2:20][CH2:19][CH2:18]1. The yield is 0.780. The catalyst is C(O)C.O. (5) The reactants are [CH2:1]([C:5]1[N:10]2[N:11]=[CH:12][N:13]=[C:9]2[N:8]([CH:14]2[CH2:19][CH2:18][CH:17]([OH:20])[CH2:16][CH2:15]2)[C:7](=[O:21])[C:6]=1[CH2:22][C:23]1[CH:28]=[CH:27][C:26]([C:29]2[C:30]([C:35]#[N:36])=[CH:31][CH:32]=[CH:33][CH:34]=2)=[CH:25][CH:24]=1)[CH2:2][CH2:3][CH3:4].CI.[CH3:39]N(C)C=O.[H-].[Na+]. The catalyst is C(OCC)(=O)C. The product is [CH2:1]([C:5]1[N:10]2[N:11]=[CH:12][N:13]=[C:9]2[N:8]([CH:14]2[CH2:19][CH2:18][CH:17]([O:20][CH3:39])[CH2:16][CH2:15]2)[C:7](=[O:21])[C:6]=1[CH2:22][C:23]1[CH:28]=[CH:27][C:26]([C:29]2[C:30]([C:35]#[N:36])=[CH:31][CH:32]=[CH:33][CH:34]=2)=[CH:25][CH:24]=1)[CH2:2][CH2:3][CH3:4]. The yield is 0.420. (6) The reactants are [NH2:1][C:2]1[N:7]=[CH:6][N:5]=[C:4]2[N:8]([CH2:25][C@H:26]3[CH2:30][CH2:29][CH2:28][N:27]3[C:31](=[O:35])[CH2:32][C:33]#[N:34])[N:9]=[C:10]([C:11]3[CH:16]=[CH:15][C:14]([O:17][C:18]4[CH:23]=[CH:22][CH:21]=[CH:20][CH:19]=4)=[CH:13][C:12]=3[F:24])[C:3]=12.[CH2:36]([N:38]([C:46]([CH3:50])([CH3:49])[CH:47]=O)[C:39](=[O:45])[O:40][C:41]([CH3:44])([CH3:43])[CH3:42])[CH3:37].N1CCCCC1. The catalyst is O1CCOCC1.CC(O)=O. The product is [NH2:1][C:2]1[N:7]=[CH:6][N:5]=[C:4]2[N:8]([CH2:25][C@H:26]3[CH2:30][CH2:29][CH2:28][N:27]3[C:31](=[O:35])[C:32]([C:33]#[N:34])=[CH:50][C:46]([N:38]([CH2:36][CH3:37])[C:39](=[O:45])[O:40][C:41]([CH3:44])([CH3:43])[CH3:42])([CH3:47])[CH3:49])[N:9]=[C:10]([C:11]3[CH:16]=[CH:15][C:14]([O:17][C:18]4[CH:19]=[CH:20][CH:21]=[CH:22][CH:23]=4)=[CH:13][C:12]=3[F:24])[C:3]=12. The yield is 0.190. (7) The product is [F:1][C:2]1[CH:3]=[C:4]([CH2:5][CH2:6][C:7]([OH:9])=[O:8])[CH:10]=[C:11]([F:13])[CH:12]=1. The catalyst is C1COCC1.[Pd]. The yield is 1.00. The reactants are [F:1][C:2]1[CH:3]=[C:4]([CH:10]=[C:11]([F:13])[CH:12]=1)[CH:5]=[CH:6][C:7]([OH:9])=[O:8]. (8) The product is [NH2:11][CH2:10][C:4]1[C:5](=[O:9])[NH:6][C:7]([CH3:8])=[C:2]([Br:1])[C:3]=1[CH3:12]. The reactants are [Br:1][C:2]1[C:3]([CH3:12])=[C:4]([C:10]#[N:11])[C:5](=[O:9])[NH:6][C:7]=1[CH3:8].[BH4-].[Na+].Cl. The catalyst is CO. The yield is 0.940.